Dataset: Full USPTO retrosynthesis dataset with 1.9M reactions from patents (1976-2016). Task: Predict the reactants needed to synthesize the given product. (1) Given the product [F:29][C:28]([F:31])([F:30])[C:26]([OH:32])=[O:27].[F:29][C:28]([F:31])([F:30])[C:26]([OH:32])=[O:27].[N:1]1[CH:6]=[CH:5][CH:4]=[CH:3][C:2]=1[C@H:7]([C:8]1[CH:13]=[CH:12][C:11]([C:14]([F:15])([F:16])[F:17])=[CH:10][CH:9]=1)[NH2:18], predict the reactants needed to synthesize it. The reactants are: [N:1]1[CH:6]=[CH:5][CH:4]=[CH:3][C:2]=1[C@@H:7]([NH:18]C(=O)OC(C)(C)C)[C:8]1[CH:13]=[CH:12][C:11]([C:14]([F:17])([F:16])[F:15])=[CH:10][CH:9]=1.[C:26]([OH:32])([C:28]([F:31])([F:30])[F:29])=[O:27]. (2) Given the product [I:8][C:6]1[N:5]=[N:4][C:3]([NH2:9])=[C:2]([C:18]#[C:17][C:19]2([O:23][Si:24]([CH3:26])([CH3:25])[CH3:27])[CH2:22][O:21][CH2:20]2)[CH:7]=1, predict the reactants needed to synthesize it. The reactants are: I[C:2]1[CH:7]=[C:6]([I:8])[N:5]=[N:4][C:3]=1[NH2:9].CCN(CC)CC.[C:17]([C:19]1([O:23][Si:24]([CH3:27])([CH3:26])[CH3:25])[CH2:22][O:21][CH2:20]1)#[CH:18]. (3) Given the product [C:1]([O:18][C@@H:19]([CH2:38][OH:39])[CH2:20][O:21][CH2:22][CH2:23][CH2:24][CH2:25][CH2:26][CH2:27][CH2:28][CH2:29][CH2:30][CH2:31][CH2:32][CH2:33][CH2:34][CH2:35][CH2:36][CH3:37])(=[O:17])[CH2:2][CH2:3][CH2:4][CH2:5][CH2:6][CH2:7][CH2:8][CH2:9][CH2:10][CH2:11][CH2:12][CH2:13][CH2:14][CH2:15][CH3:16], predict the reactants needed to synthesize it. The reactants are: [C:1]([O:18][C@@H:19]([CH2:38][O:39]CC1C=CC(OC)=CC=1)[CH2:20][O:21][CH2:22][CH2:23][CH2:24][CH2:25][CH2:26][CH2:27][CH2:28][CH2:29][CH2:30][CH2:31][CH2:32][CH2:33][CH2:34][CH2:35][CH2:36][CH3:37])(=[O:17])[CH2:2][CH2:3][CH2:4][CH2:5][CH2:6][CH2:7][CH2:8][CH2:9][CH2:10][CH2:11][CH2:12][CH2:13][CH2:14][CH2:15][CH3:16]. (4) Given the product [Br:28][C:25]1[CH:26]=[CH:27][C:22]([C@H:10]2[C@H:11]([C:14]3[CH:19]=[CH:18][N:17]([CH3:32])[C:16](=[O:20])[CH:15]=3)[CH2:12][CH2:13][N:8]([C:6]([O:5][C:1]([CH3:4])([CH3:2])[CH3:3])=[O:7])[CH2:9]2)=[C:23]([Cl:29])[CH:24]=1, predict the reactants needed to synthesize it. The reactants are: [C:1]([O:5][C:6]([N:8]1[CH2:13][CH2:12][C@@H:11]([C:14]2[CH:19]=[CH:18][N:17]=[C:16]([O:20]C)[CH:15]=2)[C@H:10]([C:22]2[CH:27]=[CH:26][C:25]([Br:28])=[CH:24][C:23]=2[Cl:29])[CH2:9]1)=[O:7])([CH3:4])([CH3:3])[CH3:2].[Na+].[I-].[CH3:32]I. (5) Given the product [OH:35][CH2:2][C:3]1[CH:8]=[CH:7][C:6]([CH2:9][CH2:10][N:11]2[CH:16]=[CH:15][C:14]([CH2:17][CH2:18][C:19]3[CH:24]=[CH:23][CH:22]=[CH:21][CH:20]=3)=[CH:13][C:12]2=[O:25])=[CH:5][CH:4]=1, predict the reactants needed to synthesize it. The reactants are: Br[CH2:2][C:3]1[CH:8]=[CH:7][C:6]([CH2:9][CH2:10][N:11]2[CH:16]=[CH:15][C:14]([CH2:17][CH2:18][C:19]3[CH:24]=[CH:23][CH:22]=[CH:21][CH:20]=3)=[CH:13][C:12]2=[O:25])=[CH:5][CH:4]=1.N1CCCC1.CN(C=[O:35])C. (6) Given the product [CH3:72][NH:71][S:68]([C:65]1[CH:66]=[CH:67][C:62]([CH2:61][NH:60][C:17]([C:12]2[C:11]3[CH:10]=[N:9][N:8]([C:5]4[CH:4]=[CH:3][C:2]([F:1])=[CH:7][CH:6]=4)[C:16]=3[CH:15]=[CH:14][CH:13]=2)=[O:19])=[CH:63][CH:64]=1)(=[O:69])=[O:70], predict the reactants needed to synthesize it. The reactants are: [F:1][C:2]1[CH:7]=[CH:6][C:5]([N:8]2[C:16]3[CH:15]=[CH:14][CH:13]=[C:12]([C:17]([OH:19])=O)[C:11]=3[CH:10]=[N:9]2)=[CH:4][CH:3]=1.C1CN([P+](ON2N=NC3C=CC=CC2=3)(N2CCCC2)N2CCCC2)CC1.F[P-](F)(F)(F)(F)F.C(N(CC)CC)C.[NH2:60][CH2:61][C:62]1[CH:67]=[CH:66][C:65]([S:68]([NH:71][CH3:72])(=[O:70])=[O:69])=[CH:64][CH:63]=1. (7) Given the product [Cl:1][C:2]1[CH:10]=[C:9]([CH:8]=[CH:7][C:3]=1[C:4]([N:44]1[CH2:43][CH2:42][NH:41][C:40](=[O:45])[CH:39]1[CH2:38][C:36]([OH:35])=[O:37])=[O:5])[C:11]([NH:13][CH:14]([C:16]1[NH:20][C:19]2[CH:21]=[CH:22][C:23]([Cl:25])=[CH:24][C:18]=2[N:17]=1)[CH3:15])=[O:12], predict the reactants needed to synthesize it. The reactants are: [Cl:1][C:2]1[CH:10]=[C:9]([C:11]([NH:13][CH:14]([C:16]2[NH:20][C:19]3[CH:21]=[CH:22][C:23]([Cl:25])=[CH:24][C:18]=3[N:17]=2)[CH3:15])=[O:12])[CH:8]=[CH:7][C:3]=1[C:4](O)=[O:5].C(N(C(C)C)CC)(C)C.[OH:35][C:36]([CH2:38][CH:39]1[NH:44][CH2:43][CH2:42][NH:41][C:40]1=[O:45])=[O:37].ClCl.